From a dataset of Full USPTO retrosynthesis dataset with 1.9M reactions from patents (1976-2016). Predict the reactants needed to synthesize the given product. (1) Given the product [CH2:1]([C:8]1([C:18]#[C:19][Si:20]([CH3:22])([CH3:21])[CH3:23])[CH2:17][CH2:16][C:11](=[O:12])[CH2:10][CH2:9]1)[C:2]1[CH:7]=[CH:6][CH:5]=[CH:4][CH:3]=1, predict the reactants needed to synthesize it. The reactants are: [CH2:1]([C:8]1([C:18]#[C:19][Si:20]([CH3:23])([CH3:22])[CH3:21])[CH2:17][CH2:16][C:11]2(OCC[O:12]2)[CH2:10][CH2:9]1)[C:2]1[CH:7]=[CH:6][CH:5]=[CH:4][CH:3]=1.Cl. (2) The reactants are: [Cl:1][C:2]1[CH:3]=[C:4]2[C:9](=[CH:10][CH:11]=1)[N:8]=[CH:7][CH:6]=[C:5]2[CH2:12][N:13]1[C:21]([C:22]2[N:26]([CH3:27])[CH:25]=[N:24][N:23]=2)=[C:20]2[C:15]([N:16]([CH2:30][CH:31]([CH3:33])[CH3:32])[C:17](=[O:29])[NH:18][C:19]2=[O:28])=[N:14]1.Br[CH2:35][C:36]#[N:37]. Given the product [Cl:1][C:2]1[CH:3]=[C:4]2[C:9](=[CH:10][CH:11]=1)[N:8]=[CH:7][CH:6]=[C:5]2[CH2:12][N:13]1[C:21]([C:22]2[N:26]([CH3:27])[CH:25]=[N:24][N:23]=2)=[C:20]2[C:15]([N:16]([CH2:30][CH:31]([CH3:33])[CH3:32])[C:17](=[O:29])[N:18]([CH2:35][C:36]#[N:37])[C:19]2=[O:28])=[N:14]1, predict the reactants needed to synthesize it. (3) Given the product [ClH:20].[NH2:8][CH2:9][C:10]([N:28]1[CH2:32][CH2:31][CH2:30][CH2:29]1)=[O:11], predict the reactants needed to synthesize it. The reactants are: C(OC([NH:8][CH2:9][C:10](O)=[O:11])=O)(C)(C)C.CN1CCOCC1.[Cl:20]C(OCC(C)C)=O.[NH:28]1[CH2:32][CH2:31][CH2:30][CH2:29]1.